From a dataset of NCI-60 drug combinations with 297,098 pairs across 59 cell lines. Regression. Given two drug SMILES strings and cell line genomic features, predict the synergy score measuring deviation from expected non-interaction effect. (1) Drug 1: CC(C)(C1=NC(=CC=C1)N2C3=NC(=NC=C3C(=O)N2CC=C)NC4=CC=C(C=C4)N5CCN(CC5)C)O. Drug 2: C1CC(CCC1OC2=C(C(=CC=C2)Cl)F)(CC3=NC(=CC=C3)NC4=NC=CS4)C(=O)O. Cell line: NCI-H460. Synergy scores: CSS=38.3, Synergy_ZIP=0.534, Synergy_Bliss=-0.244, Synergy_Loewe=-3.64, Synergy_HSA=1.83. (2) Drug 2: C(CN)CNCCSP(=O)(O)O. Cell line: PC-3. Synergy scores: CSS=-0.888, Synergy_ZIP=1.53, Synergy_Bliss=2.68, Synergy_Loewe=0.567, Synergy_HSA=-0.171. Drug 1: CCN(CC)CCNC(=O)C1=C(NC(=C1C)C=C2C3=C(C=CC(=C3)F)NC2=O)C. (3) Drug 1: CS(=O)(=O)CCNCC1=CC=C(O1)C2=CC3=C(C=C2)N=CN=C3NC4=CC(=C(C=C4)OCC5=CC(=CC=C5)F)Cl. Drug 2: CN(C(=O)NC(C=O)C(C(C(CO)O)O)O)N=O. Cell line: NCI-H522. Synergy scores: CSS=10.9, Synergy_ZIP=-1.73, Synergy_Bliss=2.44, Synergy_Loewe=2.68, Synergy_HSA=2.70. (4) Drug 1: CCC1=CC2CC(C3=C(CN(C2)C1)C4=CC=CC=C4N3)(C5=C(C=C6C(=C5)C78CCN9C7C(C=CC9)(C(C(C8N6C)(C(=O)OC)O)OC(=O)C)CC)OC)C(=O)OC.C(C(C(=O)O)O)(C(=O)O)O. Drug 2: C1=NC2=C(N1)C(=S)N=CN2. Cell line: SK-OV-3. Synergy scores: CSS=46.0, Synergy_ZIP=-10.5, Synergy_Bliss=-14.6, Synergy_Loewe=-28.8, Synergy_HSA=-10.9. (5) Drug 1: CN(CC1=CN=C2C(=N1)C(=NC(=N2)N)N)C3=CC=C(C=C3)C(=O)NC(CCC(=O)O)C(=O)O. Drug 2: C1CC(C1)(C(=O)O)C(=O)O.[NH2-].[NH2-].[Pt+2]. Cell line: NCI-H522. Synergy scores: CSS=26.4, Synergy_ZIP=-4.87, Synergy_Bliss=-3.71, Synergy_Loewe=-6.73, Synergy_HSA=-6.25. (6) Drug 1: CCC1=CC2CC(C3=C(CN(C2)C1)C4=CC=CC=C4N3)(C5=C(C=C6C(=C5)C78CCN9C7C(C=CC9)(C(C(C8N6C)(C(=O)OC)O)OC(=O)C)CC)OC)C(=O)OC.C(C(C(=O)O)O)(C(=O)O)O. Drug 2: CC1=C(C=C(C=C1)NC(=O)C2=CC=C(C=C2)CN3CCN(CC3)C)NC4=NC=CC(=N4)C5=CN=CC=C5. Cell line: HCT116. Synergy scores: CSS=36.2, Synergy_ZIP=4.32, Synergy_Bliss=5.79, Synergy_Loewe=-33.8, Synergy_HSA=4.63.